Dataset: Catalyst prediction with 721,799 reactions and 888 catalyst types from USPTO. Task: Predict which catalyst facilitates the given reaction. (1) Reactant: C([Li])[CH2:2][CH2:3][CH3:4].I[C:7]1[C:15]2[C:10](=[C:11]([O:18][CH3:19])[CH:12]=[C:13]([O:16][CH3:17])[CH:14]=2)[N:9]([C:20]([OH:22])=[O:21])[CH:8]=1.[B:23](OCCCC)([O:29]CCCC)[O:24]CCCC.[CH3:39]CCCCC. Product: [C:3]([O:22][C:20]([N:9]1[C:10]2[C:15](=[CH:14][C:13]([O:16][CH3:17])=[CH:12][C:11]=2[O:18][CH3:19])[C:7]([B:23]([OH:29])[OH:24])=[CH:8]1)=[O:21])([CH3:2])([CH3:4])[CH3:39]. The catalyst class is: 7. (2) Reactant: [Cl:1][C:2]1[CH:10]=[C:9]2[C:5]([CH:6]=[C:7]([C:11](=[O:29])[NH:12][CH:13]([C:18]3[CH:23]=[CH:22][C:21]([F:24])=[C:20]([C:25]([F:28])([F:27])[F:26])[CH:19]=3)[C:14]([F:17])([F:16])[F:15])[NH:8]2)=[CH:4][C:3]=1[C:30]([O:32][CH2:33][CH3:34])=[O:31].[H-].[Na+].I[CH2:38][CH3:39].O. Product: [Cl:1][C:2]1[CH:10]=[C:9]2[C:5]([CH:6]=[C:7]([C:11](=[O:29])[NH:12][CH:13]([C:18]3[CH:23]=[CH:22][C:21]([F:24])=[C:20]([C:25]([F:26])([F:27])[F:28])[CH:19]=3)[C:14]([F:16])([F:15])[F:17])[N:8]2[CH2:38][CH3:39])=[CH:4][C:3]=1[C:30]([O:32][CH2:33][CH3:34])=[O:31]. The catalyst class is: 42. (3) Reactant: FC(F)(F)S(O[C:7]1[N:8]=[C:9]([CH3:21])[C:10]2[C:15]([CH:16]=1)=[CH:14][C:13]([O:17][CH3:18])=[C:12]([O:19][CH3:20])[CH:11]=2)(=O)=O.[Cl:24][C:25]1[CH:30]=[CH:29][C:28](B(O)O)=[CH:27][CH:26]=1.C([O-])([O-])=O.[Na+].[Na+].CCOC(C)=O. Product: [Cl:24][C:25]1[CH:30]=[CH:29][C:28]([C:7]2[N:8]=[C:9]([CH3:21])[C:10]3[C:15]([CH:16]=2)=[CH:14][C:13]([O:17][CH3:18])=[C:12]([O:19][CH3:20])[CH:11]=3)=[CH:27][CH:26]=1. The catalyst class is: 11. (4) Reactant: C(OC(=O)[NH:7][C@H:8]([C:24]([C:26]1[S:27][CH:28]=[CH:29][N:30]=1)=[O:25])[CH2:9][CH2:10][CH2:11][CH2:12][NH:13][C:14]([O:16][CH2:17][C:18]1[CH:23]=[CH:22][CH:21]=[CH:20][CH:19]=1)=[O:15])(C)(C)C.Cl.CC(=O)OCC. Product: [CH2:17]([O:16][C:14](=[O:15])[NH:13][CH2:12][CH2:11][CH2:10][CH2:9][C@H:8]([NH2:7])[C:24](=[O:25])[C:26]1[S:27][CH:28]=[CH:29][N:30]=1)[C:18]1[CH:19]=[CH:20][CH:21]=[CH:22][CH:23]=1. The catalyst class is: 425. (5) Reactant: [NH2:1][C:2]1[CH:3]=[N:4][C:5]2[C:10]([C:11]=1[OH:12])=[CH:9][C:8]([Br:13])=[CH:7][CH:6]=2.C(=O)([O-])[O-].[K+].[K+].Cl[CH2:21][C:22](Cl)=[O:23]. Product: [Br:13][C:8]1[CH:7]=[CH:6][C:5]2[N:4]=[CH:3][C:2]3[NH:1][C:22](=[O:23])[CH2:21][O:12][C:11]=3[C:10]=2[CH:9]=1. The catalyst class is: 9. (6) The catalyst class is: 4. Reactant: [CH3:1][O:2][C:3]1[CH:4]=[CH:5][C:6]([CH2:10][C:11]2[CH:16]=[CH:15][C:14]([CH2:17][CH2:18][O:19][CH2:20][O:21][CH3:22])=[CH:13][CH:12]=2)=[C:7]([OH:9])[CH:8]=1.[C:23]([O:26][C@@H:27]1[C@@H:39]([O:40][C:41](=[O:43])[CH3:42])[C@H:38]([O:44][C:45](=[O:47])[CH3:46])[C@@H:37]([CH2:48][O:49][C:50](=[O:52])[CH3:51])[O:36][C@@H:28]1OC(=N)C(Cl)(Cl)Cl)(=[O:25])[CH3:24].C(=O)([O-])O.[Na+]. Product: [C:23]([O:26][C@@H:27]1[C@@H:39]([O:40][C:41](=[O:43])[CH3:42])[C@H:38]([O:44][C:45](=[O:47])[CH3:46])[C@@H:37]([CH2:48][O:49][C:50](=[O:52])[CH3:51])[O:36][C@H:28]1[O:9][C:7]1[CH:8]=[C:3]([O:2][CH3:1])[CH:4]=[CH:5][C:6]=1[CH2:10][C:11]1[CH:16]=[CH:15][C:14]([CH2:17][CH2:18][O:19][CH2:20][O:21][CH3:22])=[CH:13][CH:12]=1)(=[O:25])[CH3:24].